Dataset: Reaction yield outcomes from USPTO patents with 853,638 reactions. Task: Predict the reaction yield, written as a fraction of the theoretical maximum amount of product (1.0 means a 100% yield; for example, 0.34 means a 34% yield). (1) The catalyst is ClCCCl. The reactants are [Cl-].[Al+3].[Cl-].[Cl-].Cl[C:6]([CH:8]([CH2:13][C:14]1[CH:19]=[CH:18][CH:17]=[C:16]([Cl:20])[CH:15]=1)[C:9]([O:11][CH3:12])=[O:10])=[O:7].Cl. The yield is 0.700. The product is [Cl:20][C:16]1[CH:15]=[C:14]2[C:19](=[CH:18][CH:17]=1)[C:6](=[O:7])[CH:8]([C:9]([O:11][CH3:12])=[O:10])[CH2:13]2. (2) The reactants are [Br:1][C:2]1[CH:3]=[C:4]([C:8]2[C:12]3[C:13]([CH3:19])=[CH:14][C:15]([CH3:18])=[C:16]([CH3:17])[C:11]=3[O:10][CH:9]=2)[CH:5]=[CH:6][CH:7]=1. The catalyst is C(OCC)(=O)C.CCCCCC. The product is [Br:1][C:2]1[CH:3]=[C:4]([CH:8]2[C:12]3[C:13]([CH3:19])=[CH:14][C:15]([CH3:18])=[C:16]([CH3:17])[C:11]=3[O:10][CH2:9]2)[CH:5]=[CH:6][CH:7]=1. The yield is 0.820. (3) The reactants are ClC1C=CC([C@@H]2CCN(C(OC(C)(C)C)=O)C[C@H]2C(OC)=O)=CC=1.[Cl:25][C:26]1[CH:31]=[CH:30][C:29]([C@@H:32]2[CH2:37][CH2:36][N:35]([CH2:38][C:39]([F:42])([F:41])[F:40])[CH2:34][C@H:33]2[C:43](OCC)=[O:44])=[CH:28][CH:27]=1. No catalyst specified. The product is [Cl:25][C:26]1[CH:27]=[CH:28][C:29]([C@@H:32]2[CH2:37][CH2:36][N:35]([CH2:38][C:39]([F:40])([F:41])[F:42])[CH2:34][C@H:33]2[CH2:43][OH:44])=[CH:30][CH:31]=1. The yield is 0.730. (4) The reactants are [CH2:1]([C:5]1[N:6]=[C:7]([CH3:27])[NH:8][C:9](=[O:26])[C:10]=1[CH2:11][C:12]1[CH:17]=[CH:16][C:15]([C:18]2[C:19]([C:24]#[N:25])=[CH:20][CH:21]=[CH:22][CH:23]=2)=[CH:14][CH:13]=1)[CH2:2][CH2:3][CH3:4].[CH:28]([O:31][C:32]1[CH:37]=[CH:36][C:35](B(O)O)=[CH:34][CH:33]=1)([CH3:30])[CH3:29].C([N:43](CC)CC)C.N1C=CC=CC=1.[C:54]([O:57]CC)(=[O:56])C. The catalyst is O1CCCC1.C([O-])(=O)C.[Cu+2].C([O-])(=O)C. The product is [CH2:1]([C:5]1[N:6]=[C:7]([CH3:27])[N:8]([C:35]2[CH:36]=[CH:37][C:32]([O:31][CH:28]([CH3:30])[CH3:29])=[CH:33][CH:34]=2)[C:9](=[O:26])[C:10]=1[CH2:11][C:12]1[CH:17]=[CH:16][C:15]([C:18]2[CH:23]=[CH:22][CH:21]=[CH:20][C:19]=2[C:24]2[NH:43][C:54](=[O:56])[O:57][N:25]=2)=[CH:14][CH:13]=1)[CH2:2][CH2:3][CH3:4]. The yield is 0.750. (5) The reactants are [Cl:1][C:2]1[CH:3]=[N:4][N:5]([CH3:36])[C:6]=1[C:7]1[CH:8]=[C:9]([C:13]([NH:15][C@H:16]([CH2:24][N:25]2C(=O)C3C(=CC=CC=3)C2=O)[CH2:17][CH:18]2[CH2:23][CH2:22][CH2:21][CH2:20][CH2:19]2)=[O:14])[S:10][C:11]=1[CH3:12].NN. The catalyst is O1CCCC1.CO. The product is [NH2:25][CH2:24][C@@H:16]([NH:15][C:13]([C:9]1[S:10][C:11]([CH3:12])=[C:7]([C:6]2[N:5]([CH3:36])[N:4]=[CH:3][C:2]=2[Cl:1])[CH:8]=1)=[O:14])[CH2:17][CH:18]1[CH2:19][CH2:20][CH2:21][CH2:22][CH2:23]1. The yield is 0.600. (6) The reactants are [Si]([C:5]1[S:6][CH:7]=[CH:8][N:9]=1)(C)(C)C.[C:10](Cl)(Cl)=[O:11].C1(C)C=CC=CC=1.[C:21]([NH:28][C:29]1[CH:34]=[CH:33][C:32]([OH:35])=[CH:31][CH:30]=1)([O:23][C:24]([CH3:27])([CH3:26])[CH3:25])=[O:22].N1C=CC=CC=1. The catalyst is C(Cl)Cl. The product is [C:24]([O:23][C:21]([NH:28][C:29]1[CH:30]=[CH:31][C:32]([O:35][C:10]([C:5]2[S:6][CH:7]=[CH:8][N:9]=2)=[O:11])=[CH:33][CH:34]=1)=[O:22])([CH3:27])([CH3:25])[CH3:26]. The yield is 0.120. (7) The reactants are [C:1]([C:4]1[C:5]([O:22][CH3:23])=[C:6]([C:12]2[CH:17]=[CH:16][C:15]([C:18]([OH:20])=O)=[C:14]([F:21])[CH:13]=2)[C:7]([CH3:11])=[C:8]([Cl:10])[CH:9]=1)(=[O:3])[CH3:2].Cl.[NH:25]1[CH2:28][CH:27]([C:29]#[N:30])[CH2:26]1.F[P-](F)(F)(F)(F)F.N1(O[P+](N(C)C)(N(C)C)N(C)C)C2C=CC=CC=2N=N1.C(N(CC)C(C)C)(C)C. The catalyst is CN(C)C=O.C(OCC)(=O)C. The product is [C:1]([C:4]1[C:5]([O:22][CH3:23])=[C:6]([C:12]2[CH:17]=[CH:16][C:15]([C:18]([N:25]3[CH2:28][CH:27]([C:29]#[N:30])[CH2:26]3)=[O:20])=[C:14]([F:21])[CH:13]=2)[C:7]([CH3:11])=[C:8]([Cl:10])[CH:9]=1)(=[O:3])[CH3:2]. The yield is 0.300. (8) The catalyst is O1CCOCC1.C(N(CC)C(C)C)(C)C. The product is [Cl:9][C:4]1[CH:5]=[C:6]([Cl:8])[N:7]=[C:2]([NH:14][C:13]2[CH:15]=[CH:16][C:17]([Cl:18])=[C:11]([Cl:10])[CH:12]=2)[N:3]=1. The yield is 0.580. The reactants are Cl[C:2]1[N:7]=[C:6]([Cl:8])[CH:5]=[C:4]([Cl:9])[N:3]=1.[Cl:10][C:11]1[CH:12]=[C:13]([CH:15]=[CH:16][C:17]=1[Cl:18])[NH2:14].